Task: Predict the reaction yield, written as a fraction of the theoretical maximum amount of product (1.0 means a 100% yield; for example, 0.34 means a 34% yield).. Dataset: Reaction yield outcomes from USPTO patents with 853,638 reactions The reactants are [C:1]([NH:4][NH:5][C:6]([C:8]1[C:12]2[CH:13]=[N:14][C:15]([Cl:17])=[CH:16][C:11]=2[N:10]([CH:18]([CH3:20])[CH3:19])[CH:9]=1)=[O:7])(=O)[CH3:2].O=P(Cl)(Cl)Cl. No catalyst specified. The product is [Cl:17][C:15]1[N:14]=[CH:13][C:12]2[C:8]([C:6]3[O:7][C:1]([CH3:2])=[N:4][N:5]=3)=[CH:9][N:10]([CH:18]([CH3:20])[CH3:19])[C:11]=2[CH:16]=1. The yield is 0.650.